Dataset: Reaction yield outcomes from USPTO patents with 853,638 reactions. Task: Predict the reaction yield, written as a fraction of the theoretical maximum amount of product (1.0 means a 100% yield; for example, 0.34 means a 34% yield). (1) The reactants are [Cl:1][C:2]1[CH:3]=[C:4](/[CH:9]=[CH:10]/[CH2:11][CH2:12][OH:13])[CH:5]=[CH:6][C:7]=1[Cl:8].[CH3:14][S:15](Cl)(=[O:17])=[O:16]. The catalyst is C(Cl)Cl.O. The product is [CH3:14][S:15]([O:13][CH2:12][CH2:11]/[CH:10]=[CH:9]/[C:4]1[CH:5]=[CH:6][C:7]([Cl:8])=[C:2]([Cl:1])[CH:3]=1)(=[O:17])=[O:16]. The yield is 0.970. (2) The reactants are [CH3:1][O:2][C:3]1[CH:4]=[CH:5][CH:6]=[C:7]2[C:12]=1[N:11]=[C:10]([C:13]1[CH:18]=[CH:17][CH:16]=[CH:15][C:14]=1[C:19]([F:22])([F:21])[F:20])[NH:9][C:8]2=O.Cl.C(N(CC)CC)C.O=P(Cl)(Cl)[Cl:34]. No catalyst specified. The product is [Cl:34][C:8]1[C:7]2[C:12](=[C:3]([O:2][CH3:1])[CH:4]=[CH:5][CH:6]=2)[N:11]=[C:10]([C:13]2[CH:18]=[CH:17][CH:16]=[CH:15][C:14]=2[C:19]([F:22])([F:21])[F:20])[N:9]=1. The yield is 0.890. (3) The reactants are [CH3:1][O:2][C:3]1[C:4]([O:30][CH3:31])=[CH:5][C:6]2[C:15]3[C:10](=[C:11]4[CH:19]=[C:18]5[O:20][CH2:21][O:22][C:17]5=[CH:16][C:12]4=[N:13][CH:14]=3)[N:9]([CH2:23][CH2:24][N:25]([CH3:27])[CH3:26])[C:8](=O)[C:7]=2[CH:29]=1.[H-].[H-].[H-].[H-].[Li+].[Al+3]. The catalyst is C1COCC1. The product is [CH3:1][O:2][C:3]1[C:4]([O:30][CH3:31])=[CH:5][C:6]2[C:15]3[C:10](=[C:11]4[CH:19]=[C:18]5[O:20][CH2:21][O:22][C:17]5=[CH:16][C:12]4=[N:13][CH:14]=3)[N:9]([CH2:23][CH2:24][N:25]([CH3:26])[CH3:27])[CH2:8][C:7]=2[CH:29]=1. The yield is 0.850. (4) The yield is 0.870. The catalyst is N1C=CC=CC=1. The product is [CH3:5][O:6][C:7]1[CH:8]=[CH:9][C:10]([C:13]2[CH:18]=[CH:17][C:16]([S:19]([NH:4][CH2:1][C:2]#[CH:3])(=[O:21])=[O:20])=[CH:15][CH:14]=2)=[CH:11][CH:12]=1. The reactants are [CH2:1]([NH2:4])[C:2]#[CH:3].[CH3:5][O:6][C:7]1[CH:12]=[CH:11][C:10]([C:13]2[CH:18]=[CH:17][C:16]([S:19](Cl)(=[O:21])=[O:20])=[CH:15][CH:14]=2)=[CH:9][CH:8]=1. (5) The reactants are C(N(C(C)C)CC)(C)C.[Br:10][C:11]1[CH:12]=[C:13]([CH:17]=[CH:18][C:19]=1[F:20])[C:14]([OH:16])=O.Cl.[CH3:22][O:23][C:24](=[O:30])[C@H:25]([C@@H:27]([CH3:29])[OH:28])[NH2:26].CCN=C=NCCCN(C)C.C1C=CC2N(O)N=NC=2C=1. The catalyst is CN(C=O)C.CCOC(C)=O. The product is [CH3:22][O:23][C:24](=[O:30])[C@@H:25]([NH:26][C:14](=[O:16])[C:13]1[CH:17]=[CH:18][C:19]([F:20])=[C:11]([Br:10])[CH:12]=1)[C@H:27]([OH:28])[CH3:29]. The yield is 1.00.